This data is from Peptide-MHC class I binding affinity with 185,985 pairs from IEDB/IMGT. The task is: Regression. Given a peptide amino acid sequence and an MHC pseudo amino acid sequence, predict their binding affinity value. This is MHC class I binding data. (1) The peptide sequence is IVHVDHECF. The MHC is HLA-B18:01 with pseudo-sequence HLA-B18:01. The binding affinity (normalized) is 0.0847. (2) The peptide sequence is YLVAYQATT. The MHC is HLA-A02:06 with pseudo-sequence HLA-A02:06. The binding affinity (normalized) is 0.567. (3) The peptide sequence is QCEKTEEETW. The MHC is Mamu-B17 with pseudo-sequence Mamu-B17. The binding affinity (normalized) is 0.639. (4) The peptide sequence is EISTNIRQAGVQYSR. The MHC is HLA-B35:01 with pseudo-sequence HLA-B35:01. The binding affinity (normalized) is 0.